This data is from Forward reaction prediction with 1.9M reactions from USPTO patents (1976-2016). The task is: Predict the product of the given reaction. (1) Given the reactants [C:1]([O:5][C:6]([NH:8][C@@H:9]([C@H:21]([CH3:29])[CH2:22][CH:23]([CH3:28])[CH2:24][CH2:25][CH:26]=[CH2:27])[C:10]([N:12]1[CH2:16][C@H:15]([OH:17])[CH2:14][C@H:13]1[C:18](O)=[O:19])=[O:11])=[O:7])([CH3:4])([CH3:3])[CH3:2].C1(C)C=CC(S(O)(=O)=O)=CC=1.[NH2:41][C@:42]1([C:47]([NH:49][S:50]([CH:53]2[CH2:55][CH2:54]2)(=[O:52])=[O:51])=[O:48])[CH2:44][C@H:43]1[CH:45]=[CH2:46].C(N(CC)C(C)C)(C)C.CN(C(ON1N=NC2C=CC=NC1=2)=[N+](C)C)C.F[P-](F)(F)(F)(F)F, predict the reaction product. The product is: [CH:53]1([S:50]([NH:49][C:47]([C@@:42]2([NH:41][C:18]([C@@H:13]3[CH2:14][C@@H:15]([OH:17])[CH2:16][N:12]3[C:10](=[O:11])[C@@H:9]([NH:8][C:6](=[O:7])[O:5][C:1]([CH3:2])([CH3:4])[CH3:3])[C@H:21]([CH3:29])[CH2:22][CH:23]([CH3:28])[CH2:24][CH2:25][CH:26]=[CH2:27])=[O:19])[CH2:44][C@H:43]2[CH:45]=[CH2:46])=[O:48])(=[O:52])=[O:51])[CH2:55][CH2:54]1. (2) The product is: [NH2:39][C:29]([C:18]1[CH:17]=[C:16]([C:13]2[CH:12]=[CH:11][C:10]([CH2:9][NH:8][C:6](=[O:7])[O:5][C:1]([CH3:2])([CH3:3])[CH3:4])=[CH:15][CH:14]=2)[N:20]([C:21]2[CH:22]=[CH:23][C:24]([O:27][CH3:28])=[CH:25][CH:26]=2)[N:19]=1)=[O:31]. Given the reactants [C:1]([O:5][C:6]([NH:8][CH2:9][C:10]1[CH:15]=[CH:14][C:13]([C:16]2[N:20]([C:21]3[CH:26]=[CH:25][C:24]([O:27][CH3:28])=[CH:23][CH:22]=3)[N:19]=[C:18]([C:29]([O:31]CC)=O)[CH:17]=2)=[CH:12][CH:11]=1)=[O:7])([CH3:4])([CH3:3])[CH3:2].C[O-].[Na+].C([NH2:39])=O, predict the reaction product. (3) Given the reactants Cl[C:2]1[CH:7]=[CH:6][C:5]([N+:8]([O-:10])=[O:9])=[C:4]([F:11])[CH:3]=1.[CH2:12]([Sn](CCCC)(CCCC)C=C)[CH2:13]CC.O1C=CC=C1P(C1OC=CC=1)C1OC=CC=1.[Cl-].[Li+], predict the reaction product. The product is: [CH:12]([C:2]1[CH:7]=[CH:6][C:5]([N+:8]([O-:10])=[O:9])=[C:4]([F:11])[CH:3]=1)=[CH2:13]. (4) Given the reactants CC(C)(S([NH:6][CH:7]([C:22]1[O:23][C:24]([CH3:27])=[CH:25][CH:26]=1)[C:8]12[N:14]([C:15]([O:17][C:18]([CH3:21])([CH3:20])[CH3:19])=[O:16])[CH:11]([CH2:12][CH2:13]1)[CH2:10][CH2:9]2)=O)C.Cl.O1CCOCC1.[NH4+].[OH-].[Na+].[Cl-], predict the reaction product. The product is: [NH2:6][CH:7]([C:22]1[O:23][C:24]([CH3:27])=[CH:25][CH:26]=1)[C:8]12[N:14]([C:15]([O:17][C:18]([CH3:19])([CH3:20])[CH3:21])=[O:16])[CH:11]([CH2:10][CH2:9]1)[CH2:12][CH2:13]2. (5) The product is: [C:1]1([CH3:16])[CH:2]=[CH:3][C:4]([S:7]([O:10][C@H:11]2[CH2:14][CH2:44][O:45][C@@H:29](/[CH:28]=[CH:27]/[CH:26]=[CH:25]/[C:22]3[CH:21]=[CH:20][C:19]([C:18]([F:31])([F:32])[F:17])=[CH:24][CH:23]=3)[O:30]2)(=[O:8])=[O:9])=[CH:5][CH:6]=1. Given the reactants [C:1]1([CH3:16])[CH:6]=[CH:5][C:4]([S:7]([O:10][CH:11]([CH2:14]O)CO)(=[O:9])=[O:8])=[CH:3][CH:2]=1.[F:17][C:18]([F:32])([F:31])[C:19]1[CH:24]=[CH:23][C:22](/[CH:25]=[CH:26]/[CH:27]=[CH:28]/[CH:29]=[O:30])=[CH:21][CH:20]=1.C1(C)C=CC(S(O)(=O)=O)=CC=1.[C:44](=O)([O-])[OH:45].[Na+], predict the reaction product. (6) Given the reactants O[N:2]1C2C=CC=CC=2N=N1.CCN=C=NCCCN(C)C.C(N(CC)C(C)C)(C)C.[C:31]([O:35][C:36]([N:38]1[CH2:42][CH2:41][CH:40]([C:43]2[CH:48]=[CH:47][C:46]([NH:49][C:50]3[N:55]=[C:54]([CH2:56][CH2:57][C:58]4[CH:63]=[CH:62][CH:61]=[CH:60][C:59]=4[CH2:64][C:65]([O-])=[O:66])[C:53]([C:68]([F:71])([F:70])[F:69])=[CH:52][N:51]=3)=[CH:45][CH:44]=2)[CH2:39]1)=[O:37])([CH3:34])([CH3:33])[CH3:32].[Li+].C(=O)([O-])[O-].[NH4+].[NH4+], predict the reaction product. The product is: [NH2:2][C:65](=[O:66])[CH2:64][C:59]1[CH:60]=[CH:61][CH:62]=[CH:63][C:58]=1[CH2:57][CH2:56][C:54]1[C:53]([C:68]([F:69])([F:71])[F:70])=[CH:52][N:51]=[C:50]([NH:49][C:46]2[CH:47]=[CH:48][C:43]([CH:40]3[CH2:41][CH2:42][N:38]([C:36]([O:35][C:31]([CH3:34])([CH3:32])[CH3:33])=[O:37])[CH2:39]3)=[CH:44][CH:45]=2)[N:55]=1. (7) Given the reactants Cl[C:2]1[N:7]=[C:6]([N:8]([CH3:24])[C:9]2[CH:14]=[CH:13][N:12]=[C:11]([NH:15][CH2:16][CH2:17][C:18]3[CH:19]=[N:20][CH:21]=[CH:22][CH:23]=3)[N:10]=2)[CH:5]=[CH:4][N:3]=1.[F:25][C:26]([F:37])([F:36])[C:27]1[CH:32]=[CH:31][CH:30]=[CH:29][C:28]=1B(O)O.C(=O)([O-])[O-].[Na+].[Na+].CCO, predict the reaction product. The product is: [CH3:24][N:8]([C:6]1[CH:5]=[CH:4][N:3]=[C:2]([C:28]2[CH:29]=[CH:30][CH:31]=[CH:32][C:27]=2[C:26]([F:37])([F:36])[F:25])[N:7]=1)[C:9]1[CH:14]=[CH:13][N:12]=[C:11]([NH:15][CH2:16][CH2:17][C:18]2[CH:19]=[N:20][CH:21]=[CH:22][CH:23]=2)[N:10]=1.